This data is from Forward reaction prediction with 1.9M reactions from USPTO patents (1976-2016). The task is: Predict the product of the given reaction. The product is: [Cl:28][C:24]1[C:23]([F:29])=[C:22]([C@@H:8]([C@@H:9]2[CH2:14][CH2:13][CH2:12][NH:11][CH2:10]2)[O:7][CH2:6][CH2:5][NH:4][C:1](=[O:3])[CH3:2])[CH:27]=[CH:26][CH:25]=1. Given the reactants [C:1]([NH:4][CH2:5][CH2:6][O:7][C@@H:8]([C:22]1[CH:27]=[CH:26][CH:25]=[C:24]([Cl:28])[C:23]=1[F:29])[C@@H:9]1[CH2:14][CH2:13][CH2:12][N:11](C(OC(C)(C)C)=O)[CH2:10]1)(=[O:3])[CH3:2], predict the reaction product.